Dataset: Forward reaction prediction with 1.9M reactions from USPTO patents (1976-2016). Task: Predict the product of the given reaction. (1) Given the reactants C(=O)([O-])[O-].[K+].[K+].Cl[CH2:8][C:9]1[N:10]=[C:11]([CH2:15][C:16]2[CH:21]=[CH:20][CH:19]=[C:18]([CH3:22])[CH:17]=2)[O:12][C:13]=1[CH3:14].[O:23]1[CH:27]=[CH:26][CH:25]=[C:24]1[CH2:28][NH:29][CH2:30][C:31]1[CH:36]=[CH:35][C:34]([S:37][C:38]([CH3:47])([CH3:46])[C:39]([O:41][C:42]([CH3:45])([CH3:44])[CH3:43])=[O:40])=[CH:33][CH:32]=1.C(OCC)(=O)C, predict the reaction product. The product is: [O:23]1[CH:27]=[CH:26][CH:25]=[C:24]1[CH2:28][N:29]([CH2:30][C:31]1[CH:36]=[CH:35][C:34]([S:37][C:38]([CH3:47])([CH3:46])[C:39]([O:41][C:42]([CH3:45])([CH3:44])[CH3:43])=[O:40])=[CH:33][CH:32]=1)[CH2:8][C:9]1[N:10]=[C:11]([CH2:15][C:16]2[CH:21]=[CH:20][CH:19]=[C:18]([CH3:22])[CH:17]=2)[O:12][C:13]=1[CH3:14]. (2) Given the reactants [CH3:1][C:2]1[CH:7]=[C:6]([C:8]2[CH:13]=[CH:12][C:11]([C:14]([F:17])([F:16])[F:15])=[CH:10][CH:9]=2)[N:5]=[C:4]([C@@H:18]2[CH2:22][CH2:21][C@@:20]3([CH2:26][CH2:25][NH:24][C:23]3=[O:27])[N:19]2C(OC(C)(C)C)=O)[N:3]=1.Cl.O1CCOCC1, predict the reaction product. The product is: [NH3:3].[CH3:23][OH:27].[CH3:1][C:2]1[CH:7]=[C:6]([C:8]2[CH:9]=[CH:10][C:11]([C:14]([F:15])([F:16])[F:17])=[CH:12][CH:13]=2)[N:5]=[C:4]([C@@H:18]2[CH2:22][CH2:21][C@@:20]3([CH2:26][CH2:25][NH:24][C:23]3=[O:27])[NH:19]2)[N:3]=1.